This data is from Forward reaction prediction with 1.9M reactions from USPTO patents (1976-2016). The task is: Predict the product of the given reaction. (1) Given the reactants [CH:1]1([N:5]2[CH2:10][CH2:9][CH:8]([O:11][CH:12]3[CH2:17][CH2:16][NH:15][CH2:14][CH2:13]3)[CH2:7][CH2:6]2)[CH2:4][CH2:3][CH2:2]1.[N:18]1([C:22]([C:24]2[CH:29]=[CH:28][C:27](Br)=[CH:26][N:25]=2)=[O:23])[CH2:21][CH2:20][CH2:19]1.N1CCC1.[ClH:35], predict the reaction product. The product is: [ClH:35].[Cl:35][CH2:21][CH2:20][CH2:19][NH:18][C:22]([C:24]1[CH:29]=[CH:28][C:27]([N:15]2[CH2:16][CH2:17][CH:12]([O:11][CH:8]3[CH2:9][CH2:10][N:5]([CH:1]4[CH2:4][CH2:3][CH2:2]4)[CH2:6][CH2:7]3)[CH2:13][CH2:14]2)=[CH:26][N:25]=1)=[O:23]. (2) Given the reactants Cl.Cl.[C:3]([C:7]1[CH:12]=[CH:11][CH:10]=[CH:9][C:8]=1[N:13]1[CH2:18][CH2:17][N:16]([C:19](=[O:29])[C:20]([NH:22][CH:23]2[CH2:28][CH2:27][NH:26][CH2:25][CH2:24]2)=[O:21])[CH2:15][CH2:14]1)([CH3:6])([CH3:5])[CH3:4].[C:30](Cl)(=[O:32])[CH3:31].C(N(CC)CC)C.C([O-])(O)=O.[Na+], predict the reaction product. The product is: [C:30]([N:26]1[CH2:25][CH2:24][CH:23]([NH:22][C:20](=[O:21])[C:19]([N:16]2[CH2:15][CH2:14][N:13]([C:8]3[CH:9]=[CH:10][CH:11]=[CH:12][C:7]=3[C:3]([CH3:6])([CH3:4])[CH3:5])[CH2:18][CH2:17]2)=[O:29])[CH2:28][CH2:27]1)(=[O:32])[CH3:31].